This data is from Catalyst prediction with 721,799 reactions and 888 catalyst types from USPTO. The task is: Predict which catalyst facilitates the given reaction. (1) Reactant: [O:1]=[C:2]1[CH2:7][CH2:6][CH2:5][CH:4]([C:8]([O:10][CH3:11])=[O:9])[CH2:3]1.[CH2:12](O)[CH2:13][C:14]1[CH:19]=[CH:18][CH:17]=[CH:16][CH:15]=1.[Bi](Cl)(Cl)Cl.C([SiH](CC)CC)C. Product: [C:14]1([CH2:13][CH2:12][O:1][CH:2]2[CH2:7][CH2:6][CH2:5][CH:4]([C:8]([O:10][CH3:11])=[O:9])[CH2:3]2)[CH:19]=[CH:18][CH:17]=[CH:16][CH:15]=1. The catalyst class is: 2. (2) Reactant: [C:1]([O:5][C:6](=[O:19])[NH:7][C@H:8]1[C@H:12]([C:13]2[CH:18]=[CH:17][CH:16]=[CH:15][CH:14]=2)[CH2:11][NH:10][CH2:9]1)([CH3:4])([CH3:3])[CH3:2].FC(F)(F)S(O[CH2:26][C:27]([F:30])([F:29])[F:28])(=O)=O.CCN(C(C)C)C(C)C. Product: [C:13]1([C@@H:12]2[CH2:11][N:10]([CH2:26][C:27]([F:30])([F:29])[F:28])[CH2:9][C@H:8]2[NH:7][C:6](=[O:19])[O:5][C:1]([CH3:4])([CH3:2])[CH3:3])[CH:14]=[CH:15][CH:16]=[CH:17][CH:18]=1. The catalyst class is: 3. (3) Reactant: [O:1]=[C:2]1[CH2:11][CH2:10][C:9]2[C:4](=[CH:5][C:6]([O:12][CH:13]3[CH2:18][CH2:17][N:16](C(OC(C)(C)C)=O)[CH2:15][CH2:14]3)=[CH:7][CH:8]=2)[NH:3]1.FC(F)(F)C(O)=O. Product: [NH:16]1[CH2:15][CH2:14][CH:13]([O:12][C:6]2[CH:5]=[C:4]3[C:9]([CH2:10][CH2:11][C:2](=[O:1])[NH:3]3)=[CH:8][CH:7]=2)[CH2:18][CH2:17]1. The catalyst class is: 4. (4) Reactant: Br[C:2]1[CH:10]=[CH:9][C:5]([C:6]([OH:8])=[O:7])=[CH:4][C:3]=1[N+:11]([O-:13])=[O:12].[C:14]1(OB(O)O)[CH:19]=[CH:18][CH:17]=[CH:16][CH:15]=1.C(=O)([O-])[O-].[Cs+].[Cs+]. Product: [N+:11]([C:3]1[CH:4]=[C:5]([CH:9]=[CH:10][C:2]=1[C:14]1[CH:19]=[CH:18][CH:17]=[CH:16][CH:15]=1)[C:6]([OH:8])=[O:7])([O-:13])=[O:12]. The catalyst class is: 12. (5) Reactant: [NH2:1][C:2]1[C:3]([NH:10][C:11]2[CH:12]=[C:13]3[C:18](=[CH:19][CH:20]=2)[CH2:17][CH:16]([N:21]([CH2:29][C:30]2[N:35]=[CH:34][C:33]4[O:36][CH2:37][CH2:38][O:39][C:32]=4[CH:31]=2)[C:22](=[O:28])[O:23][C:24]([CH3:27])([CH3:26])[CH3:25])[CH2:15][CH2:14]3)=[N:4][C:5]([O:8][CH3:9])=[CH:6][CH:7]=1.C(#N)C.C([O-])([O-])=O.[K+].[K+].Br[CH2:50][C:51]([O:53][CH2:54][CH3:55])=[O:52]. Product: [O:39]1[C:32]2[CH:31]=[C:30]([CH2:29][N:21]([C:22]([O:23][C:24]([CH3:27])([CH3:25])[CH3:26])=[O:28])[CH:16]3[CH2:15][CH2:14][C:13]4[CH:12]=[C:11]([NH:10][C:3]5[C:2]([NH:1][CH2:50][C:51]([O:53][CH2:54][CH3:55])=[O:52])=[CH:7][CH:6]=[C:5]([O:8][CH3:9])[N:4]=5)[CH:20]=[CH:19][C:18]=4[CH2:17]3)[N:35]=[CH:34][C:33]=2[O:36][CH2:37][CH2:38]1. The catalyst class is: 303. (6) Reactant: [Br:1][C:2]1[CH:3]=[C:4]([NH:10][C@H:11]([C:15]2[CH:20]=[CH:19][CH:18]=[CH:17][CH:16]=2)[C:12](O)=[O:13])[CH:5]=[CH:6][C:7]=1[C:8]#[N:9].C1C=C2[N:27]=NN(O)C2=CC=1.O.C(Cl)CCl.[NH4+].[OH-]. Product: [Br:1][C:2]1[CH:3]=[C:4]([NH:10][C@H:11]([C:15]2[CH:20]=[CH:19][CH:18]=[CH:17][CH:16]=2)[C:12]([NH2:27])=[O:13])[CH:5]=[CH:6][C:7]=1[C:8]#[N:9]. The catalyst class is: 173. (7) Reactant: [Cl:1][C:2]1[S:6][C:5]([S:7]([N:10]([CH2:19][C:20]2[CH:32]=[CH:31][C:23]([C:24]([O:26][C:27]([CH3:30])([CH3:29])[CH3:28])=[O:25])=[CH:22][CH:21]=2)[CH:11]2[CH2:16][O:15]C(C)(C)[O:13][CH2:12]2)(=[O:9])=[O:8])=[CH:4][CH:3]=1.O.C1(C)C(S(O)(=O)=O)=CC=CC=1.CO. Product: [Cl:1][C:2]1[S:6][C:5]([S:7]([N:10]([CH2:19][C:20]2[CH:21]=[CH:22][C:23]([C:24]([O:26][C:27]([CH3:28])([CH3:29])[CH3:30])=[O:25])=[CH:31][CH:32]=2)[CH:11]([CH2:12][OH:13])[CH2:16][OH:15])(=[O:9])=[O:8])=[CH:4][CH:3]=1. The catalyst class is: 1. (8) Reactant: [NH2:1][C:2]1[CH:3]=[C:4]([CH:18]=[CH:19][C:20]=1[F:21])[O:5][C:6]1[N:11]=[CH:10][N:9]=[C:8]([NH:12][C:13]([CH:15]2[CH2:17][CH2:16]2)=[O:14])[CH:7]=1.[Cl:22][C:23]1[CH:28]=[CH:27][C:26]([N:29]=[C:30]=[O:31])=[CH:25][C:24]=1[C:32]([F:35])([F:34])[F:33]. Product: [Cl:22][C:23]1[CH:28]=[CH:27][C:26]([NH:29][C:30]([NH:1][C:2]2[CH:3]=[C:4]([CH:18]=[CH:19][C:20]=2[F:21])[O:5][C:6]2[N:11]=[CH:10][N:9]=[C:8]([NH:12][C:13]([CH:15]3[CH2:17][CH2:16]3)=[O:14])[CH:7]=2)=[O:31])=[CH:25][C:24]=1[C:32]([F:33])([F:34])[F:35]. The catalyst class is: 76.